Dataset: Experimental lipophilicity measurements (octanol/water distribution) for 4,200 compounds from AstraZeneca. Task: Regression/Classification. Given a drug SMILES string, predict its absorption, distribution, metabolism, or excretion properties. Task type varies by dataset: regression for continuous measurements (e.g., permeability, clearance, half-life) or binary classification for categorical outcomes (e.g., BBB penetration, CYP inhibition). For this dataset (lipophilicity_astrazeneca), we predict Y. (1) The drug is Nc1ccccc1NC(=O)c1ccccn1. The Y is 1.00 logD. (2) The compound is CC1=C(C)C(=O)C(C(CCCCCC(=O)O)c2ccccc2)=C(C)C1=O. The Y is 2.48 logD. (3) The compound is CCNC(=O)OC[C@@H](C)N(c1cc(Cl)ccc1CO)S(=O)(=O)c1ccc(Cl)cc1. The Y is 3.40 logD. (4) The molecule is CC(C)Cn1c(=O)[nH]c(=O)c2c(C(=O)N3CCC3)c(Cc3ccccc3C(F)(F)F)sc21. The Y is 3.00 logD. (5) The compound is CC[C@@H]1COCCN1c1cc(C2(S(C)(=O)=O)CC2)nc(-c2cccc3[nH]ccc23)n1. The Y is 3.00 logD. (6) The compound is CCCc1c(C(=O)Nc2ccc(F)cc2C)cnn1-c1ccccc1. The Y is 3.89 logD. (7) The drug is COc1cc(C(=O)NC2CCN(C)CC2)ccc1Nc1ncc2c(n1)N(C1CCCCC1)CCC(=O)N2C. The Y is 2.87 logD. (8) The molecule is Cc1ccc(NC(=O)c2cccc(N3CCOCC3)c2)cc1NC(=O)c1ccc(OCc2ccccn2)cc1. The Y is 3.20 logD.